This data is from Catalyst prediction with 721,799 reactions and 888 catalyst types from USPTO. The task is: Predict which catalyst facilitates the given reaction. (1) Reactant: [H-].[Al+3].[Li+].[H-].[H-].[H-].C([O:9][C:10]([C:12]1([NH2:25])[CH2:17][CH2:16][N:15]([C:18]([O:20][C:21]([CH3:24])([CH3:23])[CH3:22])=[O:19])[CH2:14][CH2:13]1)=O)C.C(OCC)(=O)C.O. Product: [C:21]([O:20][C:18]([N:15]1[CH2:14][CH2:13][C:12]([NH2:25])([CH2:10][OH:9])[CH2:17][CH2:16]1)=[O:19])([CH3:24])([CH3:22])[CH3:23]. The catalyst class is: 7. (2) Reactant: [N:1]1[C:10]2[C:5](=[CH:6][N:7]=[CH:8][CH:9]=2)[CH:4]=[CH:3][C:2]=1[C:11]([OH:13])=O.O.ON1C2C=CC=CC=2N=N1.[NH2:25][C:26]1[CH:33]=[CH:32][CH:31]=[C:30]([F:34])[C:27]=1[CH2:28][NH2:29]. Product: [NH2:25][C:26]1[CH:33]=[CH:32][CH:31]=[C:30]([F:34])[C:27]=1[CH2:28][NH:29][C:11]([C:2]1[CH:3]=[CH:4][C:5]2[C:10](=[CH:9][CH:8]=[N:7][CH:6]=2)[N:1]=1)=[O:13]. The catalyst class is: 3.